This data is from hERG potassium channel inhibition data for cardiac toxicity prediction from Karim et al.. The task is: Regression/Classification. Given a drug SMILES string, predict its toxicity properties. Task type varies by dataset: regression for continuous values (e.g., LD50, hERG inhibition percentage) or binary classification for toxic/non-toxic outcomes (e.g., AMES mutagenicity, cardiotoxicity, hepatotoxicity). Dataset: herg_karim. (1) The molecule is Cc1c(C(C)CN2CCN(C(=O)Cc3ccc(-n4cnnn4)nc3)CC2)ccc2c1COC2=O. The result is 0 (non-blocker). (2) The molecule is Cc1nc2ccccc2n1C1C[C@H]2CC[C@H](C1)N2CCC1(c2ccccc2)CCN(C(=O)c2cccc(-c3nnn[nH]3)c2)CC1. The result is 0 (non-blocker). (3) The compound is O=C1NCc2ccc(OCCCCN3CCN(c4cccc5cc(F)ccc45)CC3)cc21. The result is 1 (blocker). (4) The compound is C[C@@H]1CN(c2noc(C(F)(F)F)n2)CCN1c1ncc(OCc2ccncc2C#N)cn1. The result is 1 (blocker). (5) The drug is CCC1(C)NC(=O)c2cc(S(=O)(=O)Nc3ccc(F)cc3F)cc(Cl)c2NC1=O. The result is 0 (non-blocker).